From a dataset of Reaction yield outcomes from USPTO patents with 853,638 reactions. Predict the reaction yield, written as a fraction of the theoretical maximum amount of product (1.0 means a 100% yield; for example, 0.34 means a 34% yield). (1) The reactants are O=[C:2]1[NH:11][C:10]2[C:5](=[CH:6][CH:7]=[C:8]([C:12]([O:14][CH3:15])=[O:13])[CH:9]=2)[N:4]=[C:3]1[C:16]1[CH:21]=[CH:20][CH:19]=[CH:18][CH:17]=1.P(Br)(Br)([Br:24])=O. The catalyst is CC#N. The product is [Br:24][C:2]1[C:3]([C:16]2[CH:21]=[CH:20][CH:19]=[CH:18][CH:17]=2)=[N:4][C:5]2[C:10]([N:11]=1)=[CH:9][C:8]([C:12]([O:14][CH3:15])=[O:13])=[CH:7][CH:6]=2. The yield is 0.780. (2) The reactants are [C:1]([O:5][C:6](=[O:27])[NH:7][C:8]1[S:9][C:10]2[CH:16]=[C:15]([CH2:17]Br)[C:14]([F:19])=[C:13]([C:20]3[CH:25]=[CH:24][CH:23]=[C:22]([Cl:26])[CH:21]=3)[C:11]=2[N:12]=1)([CH3:4])([CH3:3])[CH3:2].C([Sn](CCCC)(CCCC)[C:33]1[CH:38]=[CH:37][C:36]([N+:39]([O-:41])=[O:40])=[CH:35][CH:34]=1)CCC. The catalyst is O1CCOCC1. The product is [C:1]([O:5][C:6](=[O:27])[NH:7][C:8]1[S:9][C:10]2[CH:16]=[C:15]([CH2:17][C:33]3[CH:38]=[CH:37][C:36]([N+:39]([O-:41])=[O:40])=[CH:35][CH:34]=3)[C:14]([F:19])=[C:13]([C:20]3[CH:25]=[CH:24][CH:23]=[C:22]([Cl:26])[CH:21]=3)[C:11]=2[N:12]=1)([CH3:4])([CH3:3])[CH3:2]. The yield is 0.640.